Dataset: Full USPTO retrosynthesis dataset with 1.9M reactions from patents (1976-2016). Task: Predict the reactants needed to synthesize the given product. (1) Given the product [N+:1]([C:4]1[CH:5]=[N:6][N:7]([C:12]2([C:13]([O:15][CH3:16])=[O:14])[CH2:18][CH2:17]2)[CH:8]=1)([O-:3])=[O:2], predict the reactants needed to synthesize it. The reactants are: [N+:1]([C:4]1[CH:5]=[N:6][NH:7][CH:8]=1)([O-:3])=[O:2].[H-].[Na+].Br[CH:12]([CH2:17][CH2:18]Br)[C:13]([O:15][CH3:16])=[O:14].O. (2) Given the product [C:4]([C:3]1[CH:6]=[C:7]([I:10])[CH:8]=[CH:9][C:2]=1[N:1]=[CH:11][N:12]([CH3:14])[CH3:13])#[N:5], predict the reactants needed to synthesize it. The reactants are: [NH2:1][C:2]1[CH:9]=[CH:8][C:7]([I:10])=[CH:6][C:3]=1[C:4]#[N:5].[CH3:11][N:12]([CH:14](OC)OC)[CH3:13]. (3) The reactants are: [OH:1][CH2:2][C:3]1[N:4]=[C:5]([CH3:8])[NH:6][CH:7]=1.[C:9]1([CH3:19])[CH:14]=[CH:13][C:12]([S:15](Cl)(=[O:17])=[O:16])=[CH:11][CH:10]=1.[OH-].[Na+]. Given the product [OH:1][CH2:2][C:3]1[N:4]=[C:5]([CH3:8])[N:6]([S:15]([C:12]2[CH:13]=[CH:14][C:9]([CH3:19])=[CH:10][CH:11]=2)(=[O:17])=[O:16])[CH:7]=1, predict the reactants needed to synthesize it. (4) Given the product [Cl:1][C:2]1[N:6]2[CH:7]=[CH:8][CH:9]=[CH:10][C:5]2=[N:4][C:3]=1[N:11]([CH2:38][C:37]1[CH:40]=[CH:41][C:34]([F:33])=[C:35]([C:42]([F:45])([F:43])[F:44])[CH:36]=1)[S:12]([C:15]1[CH:16]=[N:17][C:18]([N:21]2[CH2:26][CH2:25][O:24][CH2:23][CH2:22]2)=[CH:19][CH:20]=1)(=[O:14])=[O:13], predict the reactants needed to synthesize it. The reactants are: [Cl:1][C:2]1[N:6]2[CH:7]=[CH:8][CH:9]=[CH:10][C:5]2=[N:4][C:3]=1[NH:11][S:12]([C:15]1[CH:16]=[N:17][C:18]([N:21]2[CH2:26][CH2:25][O:24][CH2:23][CH2:22]2)=[CH:19][CH:20]=1)(=[O:14])=[O:13].C([O-])([O-])=O.[Na+].[Na+].[F:33][C:34]1[CH:41]=[CH:40][C:37]([CH2:38]Br)=[CH:36][C:35]=1[C:42]([F:45])([F:44])[F:43]. (5) Given the product [N+:26]([C:29]1[CH:30]=[C:31]([CH:35]=[CH:36][CH:37]=1)[C:32]([NH:1][C:2]1[CH:11]=[C:10]2[C:5]([CH:6]=[CH:7][CH:8]=[C:9]2[N:12]2[CH2:17][CH2:16][N:15]([CH3:18])[CH2:14][CH2:13]2)=[CH:4][CH:3]=1)=[O:33])([O-:28])=[O:27], predict the reactants needed to synthesize it. The reactants are: [NH2:1][C:2]1[CH:11]=[C:10]2[C:5]([CH:6]=[CH:7][CH:8]=[C:9]2[N:12]2[CH2:17][CH2:16][N:15]([CH3:18])[CH2:14][CH2:13]2)=[CH:4][CH:3]=1.C(N(CC)CC)C.[N+:26]([C:29]1[CH:30]=[C:31]([CH:35]=[CH:36][CH:37]=1)[C:32](Cl)=[O:33])([O-:28])=[O:27]. (6) Given the product [C:7]([O:11][C:12]([N:13]1[CH2:26][C:25](=[O:28])[N:16]([C:17]2[C:22]([F:23])=[CH:21][CH:20]=[CH:19][C:18]=2[F:24])[CH2:15][C:14]1([CH3:30])[CH3:29])=[O:31])([CH3:10])([CH3:9])[CH3:8], predict the reactants needed to synthesize it. The reactants are: CC(C)([O-])C.[K+].[C:7]([O:11][C:12](=[O:31])[NH:13][C:14]([CH3:30])([CH3:29])[CH2:15][N:16]([C:25](=[O:28])[CH2:26]Br)[C:17]1[C:22]([F:23])=[CH:21][CH:20]=[CH:19][C:18]=1[F:24])([CH3:10])([CH3:9])[CH3:8].C(O)(=O)C. (7) Given the product [CH3:25][CH:24]([S:27]([NH:12][CH:8]1[CH2:9][CH2:10][CH2:11][CH:7]1[C:1]1[CH:6]=[CH:5][CH:4]=[CH:3][CH:2]=1)(=[O:29])=[O:28])[CH3:26], predict the reactants needed to synthesize it. The reactants are: [C:1]1([C@H:7]2[CH2:11][CH2:10][CH2:9][C@H:8]2[NH2:12])[CH:6]=[CH:5][CH:4]=[CH:3][CH:2]=1.C1CCN2C(=NCCC2)CC1.[CH:24]([S:27](Cl)(=[O:29])=[O:28])([CH3:26])[CH3:25]. (8) Given the product [C:1]([C:3]1[CH:4]=[CH:5][C:6]([NH:9][C:10]([C:12]2[CH:20]=[C:19]3[C:15]([CH2:16][CH2:17][N:18]3[S:28]([C:26]3[CH:27]=[C:22]([Cl:21])[CH:23]=[CH:24][C:25]=3[O:32][CH3:33])(=[O:29])=[O:30])=[CH:14][CH:13]=2)=[O:11])=[CH:7][CH:8]=1)#[N:2], predict the reactants needed to synthesize it. The reactants are: [C:1]([C:3]1[CH:8]=[CH:7][C:6]([NH:9][C:10]([C:12]2[CH:20]=[C:19]3[C:15]([CH2:16][CH2:17][NH:18]3)=[CH:14][CH:13]=2)=[O:11])=[CH:5][CH:4]=1)#[N:2].[Cl:21][C:22]1[CH:23]=[CH:24][C:25]([O:32][CH3:33])=[C:26]([S:28](Cl)(=[O:30])=[O:29])[CH:27]=1. (9) Given the product [CH2:25]([O:1][C@H:2]([CH3:22])[CH2:3][CH2:4][CH2:5][CH2:6][O:7][C:8]1([CH3:21])[CH2:13][CH2:12][N:11]([C:14]([O:16][C:17]([CH3:20])([CH3:19])[CH3:18])=[O:15])[CH2:10][CH2:9]1)[C:26]1[CH:31]=[CH:30][CH:29]=[CH:28][CH:27]=1, predict the reactants needed to synthesize it. The reactants are: [OH:1][C@H:2]([CH3:22])[CH2:3][CH2:4][CH2:5][CH2:6][O:7][C:8]1([CH3:21])[CH2:13][CH2:12][N:11]([C:14]([O:16][C:17]([CH3:20])([CH3:19])[CH3:18])=[O:15])[CH2:10][CH2:9]1.[H-].[Na+].[CH2:25](Br)[C:26]1[CH:31]=[CH:30][CH:29]=[CH:28][CH:27]=1.O. (10) Given the product [N:1]1[CH:2]=[CH:3][N:4]2[CH:9]=[C:8]([C:29]3[N:28]=[C:27]([NH:26][CH2:13][C:55]([C:57]4[CH:9]=[CH:8][CH:7]=[CH:6][CH:5]=4)([C:46]4[CH:51]=[CH:50][CH:49]=[CH:48][CH:47]=4)[OH:56])[C:32]4[C:31](=[CH:36][CH:35]=[CH:34][CH:33]=4)[N:30]=3)[CH:7]=[CH:6][C:5]=12, predict the reactants needed to synthesize it. The reactants are: [N:1]1[CH:2]=[CH:3][N:4]2[CH:9]=[C:8](B(O)O)[CH:7]=[CH:6][C:5]=12.[CH:13]([NH:26][C:27]1[C:36]2[C:31](=[CH:32][CH:33]=[CH:34][CH:35]=2)[N:30]=[C:29](C2SC3C=CC=CC=3C=2)[N:28]=1)(C1C=CC=CC=1)C1C=CC=CC=1.[CH2:46]1[CH2:51][CH2:50][CH2:49][CH2:48][CH2:47]1.CCO[C:55]([CH3:57])=[O:56].